This data is from Peptide-MHC class I binding affinity with 185,985 pairs from IEDB/IMGT. The task is: Regression. Given a peptide amino acid sequence and an MHC pseudo amino acid sequence, predict their binding affinity value. This is MHC class I binding data. (1) The peptide sequence is VIRLLIWAY. The MHC is HLA-A68:01 with pseudo-sequence HLA-A68:01. The binding affinity (normalized) is 0.0782. (2) The peptide sequence is LMPLYACI. The MHC is H-2-Kb with pseudo-sequence H-2-Kb. The binding affinity (normalized) is 0.311. (3) The peptide sequence is QFKSVEFDM. The MHC is H-2-Kb with pseudo-sequence H-2-Kb. The binding affinity (normalized) is 0.260. (4) The peptide sequence is LTAPCDIYV. The MHC is HLA-A24:03 with pseudo-sequence HLA-A24:03. The binding affinity (normalized) is 0.0847. (5) The peptide sequence is QPAGGKAEF. The MHC is HLA-A02:19 with pseudo-sequence HLA-A02:19. The binding affinity (normalized) is 0.0847.